From a dataset of Reaction yield outcomes from USPTO patents with 853,638 reactions. Predict the reaction yield, written as a fraction of the theoretical maximum amount of product (1.0 means a 100% yield; for example, 0.34 means a 34% yield). (1) The reactants are [Cl:1][C:2]1[CH:7]=[CH:6][N:5]2[C:8](I)=[C:9]([CH2:11][O:12][CH3:13])[N:10]=[C:4]2[CH:3]=1.[F:15][C:16]1[CH:17]=[CH:18][C:19]2=[C:20]([CH:36]=1)[O:21][CH2:22][C:23]1[CH:33]=[C:32]([CH:34]=[O:35])[CH:31]=[CH:30][C:24]=1/[C:25]/2=[C:26](/[CH3:29])\[C:27]#[N:28]. No catalyst specified. The product is [Cl:1][C:2]1[CH:7]=[CH:6][N:5]2[C:8]([CH:34]([OH:35])[C:32]3[CH:31]=[CH:30][C:24]4/[C:25](=[C:26](/[CH3:29])\[C:27]#[N:28])/[C:19]5[CH:18]=[CH:17][C:16]([F:15])=[CH:36][C:20]=5[O:21][CH2:22][C:23]=4[CH:33]=3)=[C:9]([CH2:11][O:12][CH3:13])[N:10]=[C:4]2[CH:3]=1. The yield is 0.750. (2) The reactants are Cl.[CH:2]([N:5]1[C:13]2[C:8](=[CH:9][C:10]([C:14]3[O:18][N:17]=[C:16]([C:19]4[CH:28]=[CH:27][CH:26]=[C:25]5[C:20]=4[CH2:21][CH2:22][NH:23][CH2:24]5)[N:15]=3)=[CH:11][CH:12]=2)[CH:7]=[CH:6]1)([CH3:4])[CH3:3].[CH3:29][C:30]1([CH3:37])[O:35][CH2:34][C:33](=O)[CH2:32][O:31]1. No catalyst specified. The product is [CH3:29][C:30]1([CH3:37])[O:35][CH2:34][CH:33]([N:23]2[CH2:22][CH2:21][C:20]3[C:25](=[CH:26][CH:27]=[CH:28][C:19]=3[C:16]3[N:15]=[C:14]([C:10]4[CH:9]=[C:8]5[C:13](=[CH:12][CH:11]=4)[N:5]([CH:2]([CH3:4])[CH3:3])[CH:6]=[CH:7]5)[O:18][N:17]=3)[CH2:24]2)[CH2:32][O:31]1. The yield is 0.720.